Dataset: CYP1A2 inhibition data for predicting drug metabolism from PubChem BioAssay. Task: Regression/Classification. Given a drug SMILES string, predict its absorption, distribution, metabolism, or excretion properties. Task type varies by dataset: regression for continuous measurements (e.g., permeability, clearance, half-life) or binary classification for categorical outcomes (e.g., BBB penetration, CYP inhibition). Dataset: cyp1a2_veith. (1) The molecule is COc1ccc2c(c1[N+](=O)[O-])CCC/C2=N/OC(=O)c1ccccc1SC. The result is 1 (inhibitor). (2) The drug is COc1ccc(CNc2ncncc2-c2ccccc2CN(C)C)c(OC)c1. The result is 1 (inhibitor). (3) The drug is O=C(c1cccs1)n1nc(-c2ccc(Cl)cc2)nc1NCc1ccco1. The result is 1 (inhibitor).